From a dataset of Forward reaction prediction with 1.9M reactions from USPTO patents (1976-2016). Predict the product of the given reaction. (1) The product is: [CH3:15][S:16][CH:17]1[C:14]2[C:2](=[CH:3][CH:4]=[C:5]([CH2:6][N:7]3[CH2:11][CH2:10][O:9][C:8]3=[O:12])[CH:13]=2)[NH:1][C:18]1=[O:19]. Given the reactants [NH2:1][C:2]1[CH:14]=[CH:13][C:5]([CH2:6][N:7]2[CH2:11][CH2:10][O:9][C:8]2=[O:12])=[CH:4][CH:3]=1.[CH3:15][S:16][CH2:17][C:18](OCC)=[O:19].C(OCl)(C)(C)C.C(N(CC)CC)C.Cl, predict the reaction product. (2) Given the reactants [OH:1][C@H:2]1[CH2:7][CH2:6][CH2:5][C@@H:4]([NH:8][C:9]2[C:14]([C:15](O)=[O:16])=[CH:13][N:12]=[C:11]([S:18][CH3:19])[N:10]=2)[CH2:3]1.C[N:21](C(ON1N=NC2C=CC=NC1=2)=[N+](C)C)C.F[P-](F)(F)(F)(F)F.[Cl-].[NH4+].CCN(C(C)C)C(C)C, predict the reaction product. The product is: [OH:1][C@H:2]1[CH2:7][CH2:6][CH2:5][C@@H:4]([NH:8][C:9]2[C:14]([C:15]([NH2:21])=[O:16])=[CH:13][N:12]=[C:11]([S:18][CH3:19])[N:10]=2)[CH2:3]1. (3) Given the reactants C[O:2][C:3]([C:5]1[CH:6]=[C:7]2[C:11](=[CH:12][CH:13]=1)[N:10]([CH2:14][C:15]1[CH:19]=[C:18]([C:20]3[S:21][C:22]([Cl:25])=[CH:23][CH:24]=3)[O:17][N:16]=1)[C:9]([C:26](=[O:37])[NH:27][CH:28]1[CH2:33][CH2:32][N:31]([CH:34]([CH3:36])[CH3:35])[CH2:30][CH2:29]1)=[CH:8]2)=[O:4].[Li+].[OH-], predict the reaction product. The product is: [Cl:25][C:22]1[S:21][C:20]([C:18]2[O:17][N:16]=[C:15]([CH2:14][N:10]3[C:11]4[C:7](=[CH:6][C:5]([C:3]([OH:4])=[O:2])=[CH:13][CH:12]=4)[CH:8]=[C:9]3[C:26](=[O:37])[NH:27][CH:28]3[CH2:33][CH2:32][N:31]([CH:34]([CH3:35])[CH3:36])[CH2:30][CH2:29]3)[CH:19]=2)=[CH:24][CH:23]=1. (4) Given the reactants [CH:1]([NH2:14])([C:8]1[CH:13]=[CH:12][CH:11]=[CH:10][CH:9]=1)[C:2]1[CH:7]=[CH:6][CH:5]=[CH:4][CH:3]=1.C(N(CC)CC)C.Br[C:23]([CH3:28])([CH3:27])[C:24](=[O:26])[CH3:25], predict the reaction product. The product is: [CH:1]([NH:14][C:23]([CH3:28])([CH3:27])[C:24](=[O:26])[CH3:25])([C:8]1[CH:9]=[CH:10][CH:11]=[CH:12][CH:13]=1)[C:2]1[CH:7]=[CH:6][CH:5]=[CH:4][CH:3]=1. (5) Given the reactants Cl[C:2]1[N:3]=[N:4][CH:5]=[C:6]([C:8]2[CH:13]=[CH:12][C:11]([F:14])=[C:10]([C:15]3[C:20]([F:21])=[CH:19][CH:18]=[CH:17][N:16]=3)[CH:9]=2)[CH:7]=1.[F:22][C:23]1[C:24]([Sn](CCCC)(CCCC)CCCC)=[N:25][CH:26]=[CH:27][CH:28]=1, predict the reaction product. The product is: [F:14][C:11]1[CH:12]=[CH:13][C:8]([C:6]2[CH:7]=[C:2]([C:24]3[C:23]([F:22])=[CH:28][CH:27]=[CH:26][N:25]=3)[N:3]=[N:4][CH:5]=2)=[CH:9][C:10]=1[C:15]1[C:20]([F:21])=[CH:19][CH:18]=[CH:17][N:16]=1. (6) Given the reactants Cl.[C:2]1([C:19]2[CH:24]=[CH:23][CH:22]=[CH:21][CH:20]=2)[CH:7]=[CH:6][C:5]([C:8]2[N:9]=[C:10]([CH:13]3[CH2:18][CH2:17][NH:16][CH2:15][CH2:14]3)[NH:11][CH:12]=2)=[CH:4][CH:3]=1.ClCCl.C(N(CC)CC)C.[C:35](Cl)(=[O:40])[CH2:36][CH2:37][CH2:38][CH3:39], predict the reaction product. The product is: [C:2]1([C:19]2[CH:20]=[CH:21][CH:22]=[CH:23][CH:24]=2)[CH:7]=[CH:6][C:5]([C:8]2[N:9]=[C:10]([CH:13]3[CH2:18][CH2:17][N:16]([C:35](=[O:40])[CH2:36][CH2:37][CH2:38][CH3:39])[CH2:15][CH2:14]3)[NH:11][CH:12]=2)=[CH:4][CH:3]=1. (7) The product is: [F:16][C:17]([F:28])([F:27])[C:18]([NH:1][C:2]1[C:10]2[C:5](=[N:6][CH:7]=[CH:8][N:9]=2)[S:4][C:3]=1[C:11]([O:13][CH2:14][CH3:15])=[O:12])=[O:19]. Given the reactants [NH2:1][C:2]1[C:10]2[C:5](=[N:6][CH:7]=[CH:8][N:9]=2)[S:4][C:3]=1[C:11]([O:13][CH2:14][CH3:15])=[O:12].[F:16][C:17]([F:28])([F:27])[C:18](O[C:18](=[O:19])[C:17]([F:28])([F:27])[F:16])=[O:19], predict the reaction product. (8) Given the reactants [C:1]([C:5]1[S:9][C:8]([NH:10][C:11](=[O:21])[C:12]2[CH:17]=[C:16]([Cl:18])[CH:15]=[CH:14][C:13]=2[O:19][CH3:20])=[N:7][CH:6]=1)([CH3:4])([CH3:3])[CH3:2].[H-].[Na+].Cl[CH2:25][C:26]1[CH:30]=[C:29]([CH3:31])[O:28][N:27]=1, predict the reaction product. The product is: [C:1]([C:5]1[S:9]/[C:8](=[N:10]\[C:11](=[O:21])[C:12]2[CH:17]=[C:16]([Cl:18])[CH:15]=[CH:14][C:13]=2[O:19][CH3:20])/[N:7]([CH2:25][C:26]2[CH:30]=[C:29]([CH3:31])[O:28][N:27]=2)[CH:6]=1)([CH3:4])([CH3:2])[CH3:3]. (9) Given the reactants [CH3:1][C:2]1[O:6][N:5]=[C:4]([C:7]2[CH:8]=[C:9]([NH:13]C(=O)C(F)(F)F)[CH:10]=[CH:11][CH:12]=2)[N:3]=1.Br[CH2:21][C:22]([O:24][CH2:25][CH3:26])=[O:23], predict the reaction product. The product is: [CH3:1][C:2]1[O:6][N:5]=[C:4]([C:7]2[CH:8]=[C:9]([NH:13][CH2:21][C:22]([O:24][CH2:25][CH3:26])=[O:23])[CH:10]=[CH:11][CH:12]=2)[N:3]=1. (10) Given the reactants [CH3:1][C:2]1[C:7]([C:8]2[CH:13]=[CH:12][CH:11]=[CH:10][C:9]=2[C:14]([F:17])([F:16])[F:15])=[N:6][N:5]2[C:18]([NH2:21])=[CH:19][N:20]=[C:4]2[C:3]=1[CH3:22].[CH3:23][C:24]1([CH3:40])[O:28][CH:27]([CH2:29][O:30][C:31]2[N:36]=[C:35]([C:37](O)=[O:38])[CH:34]=[CH:33][CH:32]=2)[CH2:26][O:25]1, predict the reaction product. The product is: [CH3:23][C:24]1([CH3:40])[O:28][CH:27]([CH2:29][O:30][C:31]2[N:36]=[C:35]([C:37]([NH:21][C:18]3[N:5]4[N:6]=[C:7]([C:8]5[CH:13]=[CH:12][CH:11]=[CH:10][C:9]=5[C:14]([F:16])([F:17])[F:15])[C:2]([CH3:1])=[C:3]([CH3:22])[C:4]4=[N:20][CH:19]=3)=[O:38])[CH:34]=[CH:33][CH:32]=2)[CH2:26][O:25]1.